Dataset: Full USPTO retrosynthesis dataset with 1.9M reactions from patents (1976-2016). Task: Predict the reactants needed to synthesize the given product. (1) Given the product [OH:23][C:18]1[N:17]=[C:13]2[CH:12]=[C:11]([O:10][CH2:9][C:6]3[S:7][CH:8]=[C:4]([CH:1]([CH3:3])[CH3:2])[N:5]=3)[CH:16]=[CH:15][N:14]2[C:20](=[O:21])[CH:19]=1, predict the reactants needed to synthesize it. The reactants are: [CH:1]([C:4]1[N:5]=[C:6]([CH2:9][O:10][C:11]2[CH:16]=[CH:15][N:14]=[C:13]([NH2:17])[CH:12]=2)[S:7][CH:8]=1)([CH3:3])[CH3:2].[C:18](OC1C=CC(Cl)=C(Cl)C=1Cl)(=[O:23])[CH2:19][C:20]([O-])=[O:21]. (2) The reactants are: Cl.[NH:2]1[CH2:5][CH2:4][CH2:3]1.C(N(CC)CC)C.[OH:13][C:14]1[CH:19]=[CH:18][CH:17]=[CH:16][C:15]=1/[CH:20]=[C:21]1/[C:22](=[O:27])[NH:23][C:24](=S)[S:25]/1. Given the product [N:2]1([C:24]2[S:25]/[C:21](=[CH:20]\[C:15]3[CH:16]=[CH:17][CH:18]=[CH:19][C:14]=3[OH:13])/[C:22](=[O:27])[N:23]=2)[CH2:5][CH2:4][CH2:3]1, predict the reactants needed to synthesize it. (3) Given the product [F:24][C:25]([F:30])([F:29])[C:26]([OH:28])=[O:27].[CH2:1]([O:5][C:6]1[N:14]=[C:13]2[C:9]([N:10]=[C:11]([O:21][CH3:22])[NH:12]2)=[C:8]([NH2:23])[N:7]=1)[CH2:2][CH2:3][CH3:4], predict the reactants needed to synthesize it. The reactants are: [CH2:1]([O:5][C:6]1[N:14]=[C:13]2[C:9]([N:10]=[C:11]([O:21][CH3:22])[N:12]2C2CCCCO2)=[C:8]([NH2:23])[N:7]=1)[CH2:2][CH2:3][CH3:4].[F:24][C:25]([F:30])([F:29])[C:26]([OH:28])=[O:27].